Dataset: Forward reaction prediction with 1.9M reactions from USPTO patents (1976-2016). Task: Predict the product of the given reaction. Given the reactants [NH:1]1[CH2:5][CH2:4][CH2:3][CH2:2]1.[Br:6][C:7]1[CH:12]=[CH:11][C:10]([S:13](Cl)(=[O:15])=[O:14])=[CH:9][CH:8]=1.[OH-].[Na+], predict the reaction product. The product is: [Br:6][C:7]1[CH:12]=[CH:11][C:10]([S:13]([N:1]2[CH2:5][CH2:4][CH2:3][CH2:2]2)(=[O:15])=[O:14])=[CH:9][CH:8]=1.